This data is from Reaction yield outcomes from USPTO patents with 853,638 reactions. The task is: Predict the reaction yield, written as a fraction of the theoretical maximum amount of product (1.0 means a 100% yield; for example, 0.34 means a 34% yield). (1) The reactants are [NH2:1][C:2]1[CH:10]=[C:9]([O:11][CH3:12])[C:8]([O:13][CH3:14])=[CH:7][C:3]=1[C:4]([NH2:6])=[O:5].[CH3:15][N:16]([CH3:29])[C:17]1[C:26]2[C:21](=[CH:22][CH:23]=[CH:24][CH:25]=2)[C:20]([CH:27]=O)=[CH:19][CH:18]=1.COC1C=C(OC)C=C2C=1C(=O)NC(C1C=CC=CN=1)=N2. The yield is 0.560. The product is [CH3:15][N:16]([CH3:29])[C:17]1[C:26]2[C:21](=[CH:22][CH:23]=[CH:24][CH:25]=2)[C:20]([C:27]2[NH:6][C:4](=[O:5])[C:3]3[C:2](=[CH:10][C:9]([O:11][CH3:12])=[C:8]([O:13][CH3:14])[CH:7]=3)[N:1]=2)=[CH:19][CH:18]=1. No catalyst specified. (2) The reactants are [C:1]1([CH2:11][CH:12]([C:15]#[N:16])[C:13]#[N:14])[C:10]2[C:5](=[CH:6][CH:7]=[CH:8][CH:9]=2)[CH:4]=[CH:3][CH:2]=1.O.[NH2:18][NH2:19]. The catalyst is C(O)C. The product is [C:1]1([CH2:11][C:12]2[C:13]([NH2:14])=[N:18][NH:19][C:15]=2[NH2:16])[C:10]2[C:5](=[CH:6][CH:7]=[CH:8][CH:9]=2)[CH:4]=[CH:3][CH:2]=1. The yield is 0.570. (3) The reactants are [CH:1]([O:4][C:5](=[O:29])[C:6]1[CH:11]=[C:10]([C:12]#[N:13])[C:9]([N:14]2[CH2:19][CH2:18][CH:17]([C:20]([O:22]C(C)(C)C)=[O:21])[CH2:16][CH2:15]2)=[N:8][C:7]=1[O:27][CH3:28])([CH3:3])[CH3:2]. The catalyst is C(Cl)Cl.C(O)(C(F)(F)F)=O. The product is [C:12]([C:10]1[C:9]([N:14]2[CH2:15][CH2:16][CH:17]([C:20]([OH:22])=[O:21])[CH2:18][CH2:19]2)=[N:8][C:7]([O:27][CH3:28])=[C:6]([C:5]([O:4][CH:1]([CH3:2])[CH3:3])=[O:29])[CH:11]=1)#[N:13]. The yield is 1.00. (4) The reactants are [NH2:1][C:2]1[O:3][CH:4]([CH3:8])[C:5](=[O:7])[N:6]=1.[C:9]([O:13][C:14](O[C:14]([O:13][C:9]([CH3:12])([CH3:11])[CH3:10])=[O:15])=[O:15])([CH3:12])([CH3:11])[CH3:10].C(N(CC)CC)C. The catalyst is CN(C)C1C=CN=CC=1.CN(C)C=O. The product is [C:9]([O:13][C:14](=[O:15])[NH:1][C:2]1[O:3][CH:4]([CH3:8])[C:5](=[O:7])[N:6]=1)([CH3:12])([CH3:11])[CH3:10]. The yield is 0.680. (5) The reactants are [N:1]1([C:7]2[N:12]=[CH:11][C:10]([C:13](=[O:15])[CH3:14])=[CH:9][N:8]=2)[CH2:6][CH2:5][NH:4][CH2:3][CH2:2]1.[F:16][C:17]1[CH:22]=[CH:21][C:20]([Mg]Br)=[CH:19][CH:18]=1. The catalyst is C1COCC1. The product is [F:16][C:17]1[CH:22]=[CH:21][C:20]([C:13]([C:10]2[CH:11]=[N:12][C:7]([N:1]3[CH2:2][CH2:3][NH:4][CH2:5][CH2:6]3)=[N:8][CH:9]=2)([OH:15])[CH3:14])=[CH:19][CH:18]=1. The yield is 0.380. (6) The reactants are [NH2:1][C:2]1[S:3][C:4]2[CH:10]=[C:9]([O:11][C:12]3[CH:13]=[C:14]([NH:19][C:20](=[O:32])[C:21]4[CH:26]=[CH:25][CH:24]=[C:23]([C:27]5([C:30]#[N:31])[CH2:29][CH2:28]5)[CH:22]=4)[CH:15]=[CH:16][C:17]=3[CH3:18])[CH:8]=[CH:7][C:5]=2[N:6]=1.[CH:33]1([C:36](Cl)=[O:37])[CH2:35][CH2:34]1. The catalyst is CN(C)C1C=CN=CC=1. The product is [C:30]([C:27]1([C:23]2[CH:22]=[C:21]([CH:26]=[CH:25][CH:24]=2)[C:20]([NH:19][C:14]2[CH:15]=[CH:16][C:17]([CH3:18])=[C:12]([O:11][C:9]3[CH:8]=[CH:7][C:5]4[N:6]=[C:2]([NH:1][C:36]([CH:33]5[CH2:35][CH2:34]5)=[O:37])[S:3][C:4]=4[CH:10]=3)[CH:13]=2)=[O:32])[CH2:29][CH2:28]1)#[N:31]. The yield is 0.330. (7) The reactants are [NH2:1][C@H:2]([CH2:19][CH:20]([CH3:22])[CH3:21])[C:3]([NH:5][C:6]1[CH:11]=[CH:10][C:9]([C:12]2[O:16][CH:15]=[N:14][CH:13]=2)=[C:8]([O:17]C)[CH:7]=1)=[O:4].B(Br)(Br)Br.C([O-])(O)=O.[Na+].C(O)(C(F)(F)F)=O. The catalyst is C(Cl)Cl. The product is [NH2:1][C@H:2]([CH2:19][CH:20]([CH3:22])[CH3:21])[C:3]([NH:5][C:6]1[CH:11]=[CH:10][C:9]([C:12]2[O:16][CH:15]=[N:14][CH:13]=2)=[C:8]([OH:17])[CH:7]=1)=[O:4]. The yield is 0.190.